From a dataset of NCI-60 drug combinations with 297,098 pairs across 59 cell lines. Regression. Given two drug SMILES strings and cell line genomic features, predict the synergy score measuring deviation from expected non-interaction effect. Drug 2: CC1C(C(CC(O1)OC2CC(CC3=C2C(=C4C(=C3O)C(=O)C5=C(C4=O)C(=CC=C5)OC)O)(C(=O)C)O)N)O.Cl. Synergy scores: CSS=27.9, Synergy_ZIP=9.48, Synergy_Bliss=11.1, Synergy_Loewe=0.490, Synergy_HSA=9.51. Cell line: SK-OV-3. Drug 1: CNC(=O)C1=CC=CC=C1SC2=CC3=C(C=C2)C(=NN3)C=CC4=CC=CC=N4.